From a dataset of NCI-60 drug combinations with 297,098 pairs across 59 cell lines. Regression. Given two drug SMILES strings and cell line genomic features, predict the synergy score measuring deviation from expected non-interaction effect. Drug 1: CCC(=C(C1=CC=CC=C1)C2=CC=C(C=C2)OCCN(C)C)C3=CC=CC=C3.C(C(=O)O)C(CC(=O)O)(C(=O)O)O. Drug 2: C1=CN(C=N1)CC(O)(P(=O)(O)O)P(=O)(O)O. Cell line: MALME-3M. Synergy scores: CSS=1.98, Synergy_ZIP=2.78, Synergy_Bliss=5.46, Synergy_Loewe=0.844, Synergy_HSA=0.763.